Task: Predict the reaction yield, written as a fraction of the theoretical maximum amount of product (1.0 means a 100% yield; for example, 0.34 means a 34% yield).. Dataset: Reaction yield outcomes from USPTO patents with 853,638 reactions The reactants are [Cl-].[Ce+3].[Cl-].[Cl-].[I-].[Na+].[Br:7][CH2:8][C:9]([C:11]1[CH:16]=[CH:15][C:14]([O:17][CH3:18])=[CH:13][CH:12]=1)=[O:10].[CH2:19]([N:26]1[CH2:31][CH2:30][C:29](=[O:32])[CH2:28][CH2:27]1)[C:20]1[CH:25]=[CH:24][CH:23]=[CH:22][CH:21]=1.Br.C(O)C. The catalyst is O1CCCC1. The product is [BrH:7].[CH2:19]([N:26]1[CH2:31][CH2:30][C:29]([CH2:8][C:9](=[O:10])[C:11]2[CH:16]=[CH:15][C:14]([O:17][CH3:18])=[CH:13][CH:12]=2)([OH:32])[CH2:28][CH2:27]1)[C:20]1[CH:21]=[CH:22][CH:23]=[CH:24][CH:25]=1. The yield is 0.349.